Regression. Given a peptide amino acid sequence and an MHC pseudo amino acid sequence, predict their binding affinity value. This is MHC class II binding data. From a dataset of Peptide-MHC class II binding affinity with 134,281 pairs from IEDB. (1) The peptide sequence is GELQIDDKIDAAFKI. The MHC is DRB1_0101 with pseudo-sequence DRB1_0101. The binding affinity (normalized) is 0.351. (2) The peptide sequence is GLVDVCFWSTLFYVS. The MHC is DRB1_0101 with pseudo-sequence DRB1_0101. The binding affinity (normalized) is 0.360. (3) The peptide sequence is AGIFGAKPLQSLQVC. The MHC is DRB1_0101 with pseudo-sequence DRB1_0101. The binding affinity (normalized) is 0.395. (4) The peptide sequence is SQDLELSWNLNGLQADLSS. The MHC is HLA-DQA10102-DQB10602 with pseudo-sequence HLA-DQA10102-DQB10602. The binding affinity (normalized) is 0.414. (5) The peptide sequence is EVFFQRLGIASGRARY. The MHC is DRB3_0202 with pseudo-sequence DRB3_0202. The binding affinity (normalized) is 0.139. (6) The peptide sequence is KSMKVTVAFNQFGPN. The MHC is DRB1_0701 with pseudo-sequence DRB1_0701. The binding affinity (normalized) is 0.456. (7) The peptide sequence is QLYSKFLLKAEPLAF. The MHC is DRB1_0101 with pseudo-sequence DRB1_0101. The binding affinity (normalized) is 0.865. (8) The peptide sequence is GELQISDKIDAAFKI. The MHC is DRB1_0802 with pseudo-sequence DRB1_0802. The binding affinity (normalized) is 0.533. (9) The binding affinity (normalized) is 0.763. The peptide sequence is YRKLKREITFHGAKE. The MHC is DRB1_0401 with pseudo-sequence DRB1_0401. (10) The peptide sequence is YPFIEQEGPEFFDQE. The MHC is HLA-DQA10102-DQB10602 with pseudo-sequence HLA-DQA10102-DQB10602. The binding affinity (normalized) is 0.115.